This data is from Reaction yield outcomes from USPTO patents with 853,638 reactions. The task is: Predict the reaction yield, written as a fraction of the theoretical maximum amount of product (1.0 means a 100% yield; for example, 0.34 means a 34% yield). (1) The reactants are C(OC([NH:8][CH2:9][CH2:10][CH:11]1[CH2:16][CH2:15][CH2:14][N:13]([C:17]([NH2:19])=[O:18])[CH2:12]1)=O)(C)(C)C.S(=O)(=O)(O)O. The catalyst is CO.O1CCOCC1. The product is [NH2:8][CH2:9][CH2:10][CH:11]1[CH2:16][CH2:15][CH2:14][N:13]([C:17]([NH2:19])=[O:18])[CH2:12]1. The yield is 0.940. (2) The reactants are [OH:1][N:2]=[C:3]([Cl:13])[C@H:4]1[C:8]([CH3:10])([CH3:9])[O:7][C:6]([CH3:12])([CH3:11])[O:5]1.[CH3:14][S:15](Cl)(=[O:17])=[O:16].C(N(CC)CC)C. The catalyst is CCOCC. The product is [CH3:11][C:6]1([CH3:12])[O:5][C@@H:4]([C:3]([Cl:13])=[N:2][O:1][S:15]([CH3:14])(=[O:17])=[O:16])[C:8]([CH3:9])([CH3:10])[O:7]1. The yield is 0.662. (3) The reactants are [Br:1]Br.Cl.[O:4]1[C:8]2[CH:9]=[CH:10][C:11]([O:13][CH2:14][C@H:15]3[C@H:20]([C:21]4[CH:26]=[CH:25][C:24]([F:27])=[CH:23][CH:22]=4)[CH2:19][CH2:18][NH:17][CH2:16]3)=[CH:12][C:7]=2[O:6][CH2:5]1.O. The catalyst is ClCCl. The product is [Br:1][C:10]1[C:11]([O:13][CH2:14][C@H:15]2[C@H:20]([C:21]3[CH:22]=[CH:23][C:24]([F:27])=[CH:25][CH:26]=3)[CH2:19][CH2:18][NH:17][CH2:16]2)=[CH:12][C:7]2[O:6][CH2:5][O:4][C:8]=2[CH:9]=1. The yield is 0.390. (4) The reactants are CC1[N:3]([C:8]2[CH:12]=[C:11]([CH2:13][CH:14]=[C:15]([CH3:17])[CH3:16])[N:10]([CH3:18])[N:9]=2)C(C)=CC=1.Cl.NO.[OH-].[K+].ClCCl. The catalyst is C(O)C.O. The product is [CH3:18][N:10]1[C:11]([CH2:13][CH:14]=[C:15]([CH3:16])[CH3:17])=[CH:12][C:8]([NH2:3])=[N:9]1. The yield is 0.710. (5) The product is [F:27][C:28]([F:34])([F:33])[CH2:29][C:30]([NH:15][CH:11]1[C:12]2[C:8](=[CH:7][C:6](/[CH:5]=[CH:4]/[CH:3]([C:16]3[CH:17]=[C:18]([Cl:24])[C:19]([Cl:23])=[C:20]([Cl:22])[CH:21]=3)[C:2]([F:1])([F:25])[F:26])=[CH:14][CH:13]=2)[CH2:9][CH2:10]1)=[O:31]. The reactants are [F:1][C:2]([F:26])([F:25])[CH:3]([C:16]1[CH:21]=[C:20]([Cl:22])[C:19]([Cl:23])=[C:18]([Cl:24])[CH:17]=1)/[CH:4]=[CH:5]/[C:6]1[CH:7]=[C:8]2[C:12](=[CH:13][CH:14]=1)[CH:11]([NH2:15])[CH2:10][CH2:9]2.[F:27][C:28]([F:34])([F:33])[CH2:29][C:30](O)=[O:31].CCN=C=NCCCN(C)C.Cl.C1C=CC2N(O)N=NC=2C=1.O.CCN(C(C)C)C(C)C. The catalyst is C(Cl)Cl. The yield is 0.650. (6) The catalyst is C1COCC1.CCOC(C)=O. The yield is 0.620. The reactants are [C:1]1([CH:7]2[CH2:9][O:8]2)[CH:6]=[CH:5][CH:4]=[CH:3][CH:2]=1.[O:10](S(C(F)(F)F)(=O)=O)[Li].[F:19][C:20]1[CH:25]=[C:24]([O:26][C:27]([F:32])([F:31])[CH:28]([F:30])[F:29])[CH:23]=[C:22]([C@@:33]([C:43]2[CH:48]=[CH:47][C:46]([F:49])=[CH:45][CH:44]=2)([N+:41]#[C-:42])[CH2:34][C:35]2[CH:40]=[CH:39][CH:38]=[CH:37][CH:36]=2)[CH:21]=1.[C:50](O)(=[O:52])[CH3:51]. The product is [C:50]([O:8][CH:7]([C:1]1[CH:2]=[CH:3][CH:4]=[CH:5][CH:6]=1)[CH2:9][C:42]([NH:41][C@@:33]([C:22]1[CH:23]=[C:24]([O:26][C:27]([F:32])([F:31])[CH:28]([F:30])[F:29])[CH:25]=[C:20]([F:19])[CH:21]=1)([C:43]1[CH:48]=[CH:47][C:46]([F:49])=[CH:45][CH:44]=1)[CH2:34][C:35]1[CH:40]=[CH:39][CH:38]=[CH:37][CH:36]=1)=[O:10])(=[O:52])[CH3:51]. (7) The reactants are [CH2:1]([O:5][C:6]1[N:14]=[C:13]2[C:9]([N:10]=[CH:11][NH:12]2)=[C:8]([NH2:15])[N:7]=1)[CH2:2][CH2:3][CH3:4].C([O-])([O-])=O.[K+].[K+].Br[CH2:23][C:24]1[CH:25]=[C:26]([CH:36]=[CH:37][CH:38]=1)[CH2:27][P:28](=[O:35])([O:32][CH2:33][CH3:34])[O:29][CH2:30][CH3:31]. The catalyst is CN(C=O)C. The product is [NH2:15][C:8]1[N:7]=[C:6]([O:5][CH2:1][CH2:2][CH2:3][CH3:4])[N:14]=[C:13]2[C:9]=1[N:10]=[CH:11][N:12]2[CH2:23][C:24]1[CH:25]=[C:26]([CH2:27][P:28](=[O:35])([O:32][CH2:33][CH3:34])[O:29][CH2:30][CH3:31])[CH:36]=[CH:37][CH:38]=1. The yield is 0.220. (8) The reactants are [C:1]1([C@H:13]2[CH2:18][CH2:17][C@H:16]([CH2:19][S:20]([OH:23])(=[O:22])=O)[CH2:15][CH2:14]2)[N:2]=[N:3][N:4]2[C:9]=1[C:8]1[CH:10]=[CH:11][NH:12][C:7]=1[N:6]=[CH:5]2.S(Cl)(Cl)=O.C([N:31](CC)[CH:32]([CH3:34])[CH3:33])(C)C.C1(N)CC1. The catalyst is ClCCl.CN(C)C=O.O. The product is [C:1]1([C@H:13]2[CH2:14][CH2:15][C@H:16]([CH2:19][S:20]([NH:31][CH:32]3[CH2:34][CH2:33]3)(=[O:22])=[O:23])[CH2:17][CH2:18]2)[N:2]=[N:3][N:4]2[C:9]=1[C:8]1[CH:10]=[CH:11][NH:12][C:7]=1[N:6]=[CH:5]2. The yield is 0.0750. (9) The reactants are ClC(Cl)(O[C:5](=[O:11])OC(Cl)(Cl)Cl)Cl.[CH:13]1([CH2:16][NH:17][C:18](=[O:32])[C:19]2[CH:24]=[C:23]([N+:25]([O-:27])=[O:26])[CH:22]=[CH:21][C:20]=2[NH:28][CH:29]([CH3:31])[CH3:30])[CH2:15][CH2:14]1.C(=O)([O-])O.[Na+]. The catalyst is C1COCC1. The product is [CH:13]1([CH2:16][N:17]2[C:18](=[O:32])[C:19]3[C:20](=[CH:21][CH:22]=[C:23]([N+:25]([O-:27])=[O:26])[CH:24]=3)[N:28]([CH:29]([CH3:31])[CH3:30])[C:5]2=[O:11])[CH2:15][CH2:14]1. The yield is 0.590.